This data is from Full USPTO retrosynthesis dataset with 1.9M reactions from patents (1976-2016). The task is: Predict the reactants needed to synthesize the given product. Given the product [N:1]1[CH:6]=[CH:5][CH:4]=[C:3]([N:7]2[CH:16]=[C:10]3[C:11](=[O:15])[NH:12][CH2:13][CH2:14][C:9]3=[N:8]2)[CH:2]=1, predict the reactants needed to synthesize it. The reactants are: [N:1]1[CH:6]=[CH:5][CH:4]=[C:3]([NH:7][N:8]=[C:9]2[CH2:14][CH2:13][NH:12][C:11](=[O:15])[CH2:10]2)[CH:2]=1.[CH3:16]OC(OC)N(C)C.